From a dataset of NCI-60 drug combinations with 297,098 pairs across 59 cell lines. Regression. Given two drug SMILES strings and cell line genomic features, predict the synergy score measuring deviation from expected non-interaction effect. (1) Drug 1: C(=O)(N)NO. Drug 2: COC1=NC(=NC2=C1N=CN2C3C(C(C(O3)CO)O)O)N. Cell line: HOP-62. Synergy scores: CSS=6.24, Synergy_ZIP=-1.93, Synergy_Bliss=2.38, Synergy_Loewe=-0.905, Synergy_HSA=-0.610. (2) Drug 1: CC1=C2C(C(=O)C3(C(CC4C(C3C(C(C2(C)C)(CC1OC(=O)C(C(C5=CC=CC=C5)NC(=O)OC(C)(C)C)O)O)OC(=O)C6=CC=CC=C6)(CO4)OC(=O)C)OC)C)OC. Drug 2: CCCCC(=O)OCC(=O)C1(CC(C2=C(C1)C(=C3C(=C2O)C(=O)C4=C(C3=O)C=CC=C4OC)O)OC5CC(C(C(O5)C)O)NC(=O)C(F)(F)F)O. Cell line: HCT116. Synergy scores: CSS=76.9, Synergy_ZIP=21.9, Synergy_Bliss=21.7, Synergy_Loewe=-0.694, Synergy_HSA=23.6. (3) Drug 1: COC1=C(C=C2C(=C1)N=CN=C2NC3=CC(=C(C=C3)F)Cl)OCCCN4CCOCC4. Drug 2: CC1=C(C(=CC=C1)Cl)NC(=O)C2=CN=C(S2)NC3=CC(=NC(=N3)C)N4CCN(CC4)CCO. Cell line: HOP-62. Synergy scores: CSS=23.1, Synergy_ZIP=-2.50, Synergy_Bliss=5.10, Synergy_Loewe=-30.1, Synergy_HSA=7.12. (4) Drug 1: C1=CC(=CC=C1CCC2=CNC3=C2C(=O)NC(=N3)N)C(=O)NC(CCC(=O)O)C(=O)O. Drug 2: CN1C(=O)N2C=NC(=C2N=N1)C(=O)N. Cell line: SNB-19. Synergy scores: CSS=28.6, Synergy_ZIP=-2.75, Synergy_Bliss=0.891, Synergy_Loewe=-31.9, Synergy_HSA=-0.603. (5) Drug 2: C1CN(P(=O)(OC1)NCCCl)CCCl. Cell line: CCRF-CEM. Synergy scores: CSS=30.2, Synergy_ZIP=-5.89, Synergy_Bliss=0.159, Synergy_Loewe=-79.5, Synergy_HSA=-0.0480. Drug 1: CC1CCC2CC(C(=CC=CC=CC(CC(C(=O)C(C(C(=CC(C(=O)CC(OC(=O)C3CCCCN3C(=O)C(=O)C1(O2)O)C(C)CC4CCC(C(C4)OC)O)C)C)O)OC)C)C)C)OC. (6) Drug 1: C1=CC(=CC=C1CCC2=CNC3=C2C(=O)NC(=N3)N)C(=O)NC(CCC(=O)O)C(=O)O. Drug 2: CC1=C2C(C(=O)C3(C(CC4C(C3C(C(C2(C)C)(CC1OC(=O)C(C(C5=CC=CC=C5)NC(=O)C6=CC=CC=C6)O)O)OC(=O)C7=CC=CC=C7)(CO4)OC(=O)C)O)C)OC(=O)C. Cell line: RPMI-8226. Synergy scores: CSS=76.9, Synergy_ZIP=3.82, Synergy_Bliss=3.26, Synergy_Loewe=1.99, Synergy_HSA=6.39. (7) Drug 1: C1CN1P(=S)(N2CC2)N3CC3. Drug 2: C1CCC(C(C1)N)N.C(=O)(C(=O)[O-])[O-].[Pt+4]. Cell line: HL-60(TB). Synergy scores: CSS=79.2, Synergy_ZIP=2.91, Synergy_Bliss=2.98, Synergy_Loewe=1.95, Synergy_HSA=5.74.